Dataset: Full USPTO retrosynthesis dataset with 1.9M reactions from patents (1976-2016). Task: Predict the reactants needed to synthesize the given product. (1) Given the product [F:7][C:8]1[CH:9]=[C:10]([CH:14]=[C:15]([N+:17]([O-:19])=[O:18])[CH:16]=1)[C:11]([O:13][CH2:20][C:21]1[CH:26]=[CH:25][CH:24]=[CH:23][CH:22]=1)=[O:12], predict the reactants needed to synthesize it. The reactants are: C(=O)([O-])[O-].[Cs+].[Cs+].[F:7][C:8]1[CH:9]=[C:10]([CH:14]=[C:15]([N+:17]([O-:19])=[O:18])[CH:16]=1)[C:11]([OH:13])=[O:12].[CH2:20](Br)[C:21]1[CH:26]=[CH:25][CH:24]=[CH:23][CH:22]=1. (2) Given the product [Br:1][C:2]1[CH:3]=[CH:4][CH:5]=[C:6]2[C:20]=1[N:21]([CH3:22])[C:23](=[O:24])[C:7]2([CH3:8])[CH3:12], predict the reactants needed to synthesize it. The reactants are: [Br:1][C:2]1[CH:3]=[CH:4][CH:5]=[C:6]2C=1N[C:8](=O)[CH2:7]2.[C:12](=O)([O-])[O-].[Cs+].[Cs+].IC.[CH3:20][N:21]([CH:23]=[O:24])[CH3:22]. (3) Given the product [O:1]=[C:2]1[O:6][C@H:5]([C:7]([NH:9][CH2:10][C:11]([OH:13])=[O:12])=[O:8])[CH2:4][CH2:3]1, predict the reactants needed to synthesize it. The reactants are: [O:1]=[C:2]1[O:6][C@H:5]([C:7]([NH:9][CH2:10][C:11]([O:13]C(C)(C)C)=[O:12])=[O:8])[CH2:4][CH2:3]1.C(O)(C(F)(F)F)=O.CC(C)=O. (4) Given the product [CH3:12][N:13]([CH3:15])[CH:14]=[CH:2][C:1]([C:4]1[CH:5]=[N:6][CH:7]=[CH:8][CH:9]=1)=[O:3], predict the reactants needed to synthesize it. The reactants are: [C:1]([C:4]1[CH:5]=[N:6][CH:7]=[CH:8][CH:9]=1)(=[O:3])[CH3:2].CO[CH:12](OC)[N:13]([CH3:15])[CH3:14].C(OCC)C. (5) The reactants are: [I:1][C:2]1[CH:3]=[C:4]([CH:13]=[CH:14][CH:15]=1)[CH2:5][C@:6]([CH3:12])([C:8]([O:10][CH3:11])=[O:9])[NH2:7].[O-:16][C:17]#[N:18].[Na+]. Given the product [NH2:18][C:17]([NH:7][C@@:6]([CH3:12])([C:8]([O:10][CH3:11])=[O:9])[CH2:5][C:4]1[CH:13]=[CH:14][CH:15]=[C:2]([I:1])[CH:3]=1)=[O:16], predict the reactants needed to synthesize it. (6) Given the product [CH3:22][C:20]1[O:21][C:17]([CH:16]=[C:10]2[CH2:9][CH2:8][C:7]3[CH:6]=[C:5]([C:3]([O:2][CH3:1])=[O:4])[CH:14]=[CH:13][C:12]=3[C:11]2=[O:15])=[CH:18][CH:19]=1, predict the reactants needed to synthesize it. The reactants are: [CH3:1][O:2][C:3]([C:5]1[CH:14]=[CH:13][C:12]2[C:11](=[O:15])[CH2:10][CH2:9][CH2:8][C:7]=2[CH:6]=1)=[O:4].[CH3:16][C:17]1[O:21][C:20]([CH:22]=O)=[CH:19][CH:18]=1. (7) Given the product [Cl:12][C:4]1[N:3]=[C:2]([N:13]2[CH2:14][CH2:15][CH:16]([NH:19][C:20](=[O:26])[O:21][CH2:22][CH:23]([CH3:24])[CH3:25])[CH2:17][CH2:18]2)[C:11]2[C:6]([CH:5]=1)=[CH:7][CH:8]=[CH:9][CH:10]=2, predict the reactants needed to synthesize it. The reactants are: Cl[C:2]1[C:11]2[C:6](=[CH:7][CH:8]=[CH:9][CH:10]=2)[CH:5]=[C:4]([Cl:12])[N:3]=1.[NH:13]1[CH2:18][CH2:17][CH:16]([NH:19][C:20](=[O:26])[O:21][CH2:22][CH:23]([CH3:25])[CH3:24])[CH2:15][CH2:14]1.CCN(CC)CC.CN(C=O)C. (8) Given the product [CH:32]1([NH:38][C:21]([C:20]2[N:11]([CH2:10][C:8]3[CH:7]=[CH:6][C:5]4[O:1][CH2:2][O:3][C:4]=4[CH:9]=3)[C:12](=[O:31])[C:13]3[C:18]([C:19]=2[C:24]2[CH:29]=[CH:28][CH:27]=[CH:26][CH:25]=2)=[CH:17][C:16]([Br:30])=[CH:15][CH:14]=3)=[O:22])[CH2:37][CH2:36][CH2:35][CH2:34][CH2:33]1, predict the reactants needed to synthesize it. The reactants are: [O:1]1[C:5]2[CH:6]=[CH:7][C:8]([CH2:10][N:11]3[C:20]([C:21](O)=[O:22])=[C:19]([C:24]4[CH:29]=[CH:28][CH:27]=[CH:26][CH:25]=4)[C:18]4[C:13](=[CH:14][CH:15]=[C:16]([Br:30])[CH:17]=4)[C:12]3=[O:31])=[CH:9][C:4]=2[O:3][CH2:2]1.[CH:32]1([NH2:38])[CH2:37][CH2:36][CH2:35][CH2:34][CH2:33]1. (9) Given the product [CH3:1][C:2]1([CH3:10])[NH:7][C:6](=[O:8])[CH:5]=[C:4]([NH:16][C:15]2[CH:17]=[CH:18][CH:19]=[C:13]([C:12]([F:11])([F:20])[F:21])[CH:14]=2)[CH2:3]1, predict the reactants needed to synthesize it. The reactants are: [CH3:1][C:2]1([CH3:10])[NH:7][C:6](=[O:8])[CH2:5][C:4](=O)[CH2:3]1.[F:11][C:12]([F:21])([F:20])[C:13]1[CH:14]=[C:15]([CH:17]=[CH:18][CH:19]=1)[NH2:16].FC(F)(F)S([O-])(=O)=O.[Yb+3].FC(F)(F)S([O-])(=O)=O.FC(F)(F)S([O-])(=O)=O.